This data is from Reaction yield outcomes from USPTO patents with 853,638 reactions. The task is: Predict the reaction yield, written as a fraction of the theoretical maximum amount of product (1.0 means a 100% yield; for example, 0.34 means a 34% yield). (1) The reactants are [NH2:1][C:2]1[N:3]([CH3:25])[C:4](=[O:24])[C:5]2([C:15]3[C:10](=[CH:11][CH:12]=[C:13](Br)[CH:14]=3)[O:9][CH:8]([C:17]3[CH:22]=[CH:21][CH:20]=[C:19]([Cl:23])[CH:18]=3)[CH2:7]2)[N:6]=1.[C:26]([C:28]1[CH:33]=[CH:32][C:31](B(O)O)=[CH:30][CH:29]=1)#[N:27]. The catalyst is C1(C)C=CC=CC=1.C([O-])([O-])=O.[Na+].[Na+].C1C=CC([P]([Pd]([P](C2C=CC=CC=2)(C2C=CC=CC=2)C2C=CC=CC=2)([P](C2C=CC=CC=2)(C2C=CC=CC=2)C2C=CC=CC=2)[P](C2C=CC=CC=2)(C2C=CC=CC=2)C2C=CC=CC=2)(C2C=CC=CC=2)C2C=CC=CC=2)=CC=1. The product is [NH2:1][C:2]1[N:3]([CH3:25])[C:4](=[O:24])[C:5]2([C:15]3[C:10](=[CH:11][CH:12]=[C:13]([C:30]4[CH:29]=[C:28]([CH:33]=[CH:32][CH:31]=4)[C:26]#[N:27])[CH:14]=3)[O:9][CH:8]([C:17]3[CH:22]=[CH:21][CH:20]=[C:19]([Cl:23])[CH:18]=3)[CH2:7]2)[N:6]=1. The yield is 0.0300. (2) The reactants are [O:1]=[C:2]1[CH:7]=[CH:6][N:5]([C:8]2[CH:13]=[CH:12][CH:11]=[C:10]([C:14]([F:17])([F:16])[F:15])[CH:9]=2)[N:4]=[C:3]1[C:18]([O:20]C)=O.[NH3:22]. No catalyst specified. The product is [O:1]=[C:2]1[CH:7]=[CH:6][N:5]([C:8]2[CH:13]=[CH:12][CH:11]=[C:10]([C:14]([F:17])([F:16])[F:15])[CH:9]=2)[N:4]=[C:3]1[C:18]([NH2:22])=[O:20]. The yield is 0.640. (3) The reactants are [Br:1][C:2]1[CH:3]=[C:4]([N:8]2[C:16]3[C:11](=[CH:12][C:13]([CH2:17]Cl)=[CH:14][CH:15]=3)[C:10]([C:19]([O:21][CH3:22])=[O:20])=[N:9]2)[CH:5]=[CH:6][CH:7]=1.[NH:23]1[CH2:27][CH2:26][CH2:25][CH2:24]1.ClCCl. No catalyst specified. The product is [Br:1][C:2]1[CH:3]=[C:4]([N:8]2[C:16]3[C:11](=[CH:12][C:13]([CH2:17][N:23]4[CH2:27][CH2:26][CH2:25][CH2:24]4)=[CH:14][CH:15]=3)[C:10]([C:19]([O:21][CH3:22])=[O:20])=[N:9]2)[CH:5]=[CH:6][CH:7]=1. The yield is 0.780. (4) The reactants are [OH-].[Na+].C([O:5][C:6]([C:8]1[N:9]([C:25]2[CH:30]=[CH:29][C:28]([CH3:31])=[C:27]([N+:32]([O-:34])=[O:33])[CH:26]=2)[C:10]2[C:15]([CH:16]=1)=[CH:14][C:13]([O:17][C:18]1[CH:23]=[CH:22][CH:21]=[C:20]([Cl:24])[CH:19]=1)=[CH:12][CH:11]=2)=[O:7])C.Cl. The catalyst is CC(C)=O. The product is [Cl:24][C:20]1[CH:19]=[C:18]([CH:23]=[CH:22][CH:21]=1)[O:17][C:13]1[CH:14]=[C:15]2[C:10](=[CH:11][CH:12]=1)[N:9]([C:25]1[CH:30]=[CH:29][C:28]([CH3:31])=[C:27]([N+:32]([O-:34])=[O:33])[CH:26]=1)[C:8]([C:6]([OH:7])=[O:5])=[CH:16]2. The yield is 0.530. (5) The reactants are [Cl:1][C:2]1[C:10]2[N:9]=[C:8]3[N:11]([C:15]4[CH:20]=[CH:19][C:18]([Cl:21])=[CH:17][C:16]=4[Cl:22])[CH2:12][CH2:13][CH2:14][N:7]3[C:6]=2[C:5]([CH:23]([OH:25])[CH3:24])=[CH:4][CH:3]=1.[C:26](OC(=O)C)(=[O:28])[CH3:27]. The product is [C:26]([O:25][CH:23]([C:5]1[C:6]2[N:7]3[CH2:14][CH2:13][CH2:12][N:11]([C:15]4[CH:20]=[CH:19][C:18]([Cl:21])=[CH:17][C:16]=4[Cl:22])[C:8]3=[N:9][C:10]=2[C:2]([Cl:1])=[CH:3][CH:4]=1)[CH3:24])(=[O:28])[CH3:27]. The catalyst is N1C=CC=CC=1. The yield is 0.700. (6) The reactants are [NH2:1][C:2]1[C:7]([S:8](Cl)(=[O:10])=[O:9])=[CH:6][C:5]([Br:12])=[CH:4][N:3]=1.[NH:13]1[CH2:18][CH2:17][O:16][CH2:15][CH2:14]1.N1C=CC=CC=1. The catalyst is O1CCOCC1. The product is [Br:12][C:5]1[CH:6]=[C:7]([S:8]([N:13]2[CH2:18][CH2:17][O:16][CH2:15][CH2:14]2)(=[O:10])=[O:9])[C:2]([NH2:1])=[N:3][CH:4]=1. The yield is 0.910. (7) The reactants are [OH:1][C:2]1[CH:3]=[C:4]([CH:8]=[CH:9][C:10]=1[CH3:11])[C:5]([OH:7])=O.[NH:12]1[CH2:17][CH2:16][CH2:15][C@@H:14]2[C:18]3[CH:19]=[CH:20][CH:21]=[CH:22][C:23]=3[CH2:24][C@H:13]12.F[P-](F)(F)(F)(F)F.N1(OC(N(C)C)=[N+](C)C)C2N=CC=CC=2N=N1. No catalyst specified. The product is [N:12]1([C:5]([C:4]2[CH:8]=[CH:9][C:10]([CH3:11])=[C:2]([OH:1])[CH:3]=2)=[O:7])[CH2:17][CH2:16][CH2:15][C@@H:14]2[C:18]3[CH:19]=[CH:20][CH:21]=[CH:22][C:23]=3[CH2:24][C@H:13]12. The yield is 0.450.